This data is from Peptide-MHC class II binding affinity with 134,281 pairs from IEDB. The task is: Regression. Given a peptide amino acid sequence and an MHC pseudo amino acid sequence, predict their binding affinity value. This is MHC class II binding data. (1) The peptide sequence is EQVDLGPVLNVLKWH. The MHC is DRB1_0101 with pseudo-sequence DRB1_0101. The binding affinity (normalized) is 0.290. (2) The peptide sequence is LCSDKQPCNGVTMND. The MHC is HLA-DQA10102-DQB10602 with pseudo-sequence HLA-DQA10102-DQB10602. The binding affinity (normalized) is 0.302. (3) The peptide sequence is ALHIIAGTPEVHAVK. The MHC is HLA-DPA10301-DPB10402 with pseudo-sequence HLA-DPA10301-DPB10402. The binding affinity (normalized) is 0.555. (4) The peptide sequence is SQTEVKEEGKEELQE. The MHC is HLA-DQA10501-DQB10303 with pseudo-sequence HLA-DQA10501-DQB10303. The binding affinity (normalized) is 0. (5) The binding affinity (normalized) is 0.434. The MHC is HLA-DQA10501-DQB10301 with pseudo-sequence HLA-DQA10501-DQB10301. The peptide sequence is DVSGVQAPVGAITTI. (6) The binding affinity (normalized) is 0.791. The peptide sequence is DIIFDIYFAILMMSC. The MHC is HLA-DQA10101-DQB10501 with pseudo-sequence HLA-DQA10101-DQB10501. (7) The peptide sequence is YAIGGSSNPTILSEG. The MHC is HLA-DQA10501-DQB10301 with pseudo-sequence HLA-DQA10501-DQB10301. The binding affinity (normalized) is 0.891.